Dataset: Full USPTO retrosynthesis dataset with 1.9M reactions from patents (1976-2016). Task: Predict the reactants needed to synthesize the given product. (1) Given the product [CH3:31][C:32]([CH3:38])([CH3:37])[CH2:33][C:34](/[N:7]=[C:5]1\[S:6][C:2](=[CH2:1])[CH2:3][N:4]\1[C:8]1[CH:21]=[CH:20][C:11]2[O:12][C:13]([F:19])([F:18])[C:14]([F:16])([F:17])[O:15][C:10]=2[CH:9]=1)=[O:35], predict the reactants needed to synthesize it. The reactants are: [CH2:1]=[C:2]1[S:6][C:5](=[NH:7])[N:4]([C:8]2[CH:21]=[CH:20][C:11]3[O:12][C:13]([F:19])([F:18])[C:14]([F:17])([F:16])[O:15][C:10]=3[CH:9]=2)[CH2:3]1.CCN(C(C)C)C(C)C.[CH3:31][C:32]([CH3:38])([CH3:37])[CH2:33][C:34](Cl)=[O:35]. (2) Given the product [CH3:26][O:25][C:23](=[O:24])[CH2:22][N:9]1[C:10]([C:13]2[CH:18]=[CH:17][CH:16]=[CH:15][CH:14]=2)=[CH:11][CH:12]=[C:8]1[CH2:1][C:2]1[CH:3]=[CH:4][CH:5]=[CH:6][CH:7]=1, predict the reactants needed to synthesize it. The reactants are: [CH2:1]([C:8]1[NH:9][C:10]([C:13]2[CH:18]=[CH:17][CH:16]=[CH:15][CH:14]=2)=[CH:11][CH:12]=1)[C:2]1[CH:7]=[CH:6][CH:5]=[CH:4][CH:3]=1.[H-].[Na+].Br[CH2:22][C:23]([O:25][CH3:26])=[O:24]. (3) Given the product [F:45][C:2]([F:1])([F:44])[C:3]1[CH:8]=[CH:7][C:6]([NH:9][C:10](=[O:43])[O:11][CH2:12][C:13]2([C:32](=[O:42])[NH:33][CH2:34][C:35]3[CH:40]=[CH:39][CH:38]=[CH:37][C:36]=3[Cl:41])[CH2:18][CH2:17][N:16]([C:19](=[O:31])[C@@H:20]([NH2:23])[CH2:21][OH:22])[CH2:15][CH2:14]2)=[CH:5][CH:4]=1, predict the reactants needed to synthesize it. The reactants are: [F:1][C:2]([F:45])([F:44])[C:3]1[CH:8]=[CH:7][C:6]([NH:9][C:10](=[O:43])[O:11][CH2:12][C:13]2([C:32](=[O:42])[NH:33][CH2:34][C:35]3[CH:40]=[CH:39][CH:38]=[CH:37][C:36]=3[Cl:41])[CH2:18][CH2:17][N:16]([C:19](=[O:31])[C@@H:20]([NH:23]C(OC(C)(C)C)=O)[CH2:21][OH:22])[CH2:15][CH2:14]2)=[CH:5][CH:4]=1.Cl.O1CCOCC1. (4) Given the product [K+:43].[Cl:8][C:4]1[CH:5]=[CH:6][CH:7]=[C:2]([Cl:1])[C:3]=1[C:9]1[C:13]([CH2:14][O:15][C:16]2[CH:21]=[CH:20][C:19]([C:22]3[CH:23]=[C:24]4[C:29](=[CH:30][CH:31]=3)[N:28]=[C:27]([C:32]([O-:34])=[O:33])[CH:26]=[CH:25]4)=[CH:18][CH:17]=2)=[C:12]([CH:35]([CH3:37])[CH3:36])[O:11][N:10]=1, predict the reactants needed to synthesize it. The reactants are: [Cl:1][C:2]1[CH:7]=[CH:6][CH:5]=[C:4]([Cl:8])[C:3]=1[C:9]1[C:13]([CH2:14][O:15][C:16]2[CH:21]=[CH:20][C:19]([C:22]3[CH:23]=[C:24]4[C:29](=[CH:30][CH:31]=3)[N:28]=[C:27]([C:32]([OH:34])=[O:33])[CH:26]=[CH:25]4)=[CH:18][CH:17]=2)=[C:12]([CH:35]([CH3:37])[CH3:36])[O:11][N:10]=1.CC(C)([O-])C.[K+:43].C(O)CCC.